Dataset: Full USPTO retrosynthesis dataset with 1.9M reactions from patents (1976-2016). Task: Predict the reactants needed to synthesize the given product. Given the product [C:1]([C:3]1[CH:4]=[CH:5][C:6]([O:35][C:30]2[CH:29]=[C:28]([Cl:27])[CH:33]=[C:32]([Cl:34])[CH:31]=2)=[C:7]([S:9]([N:12]2[CH2:18][CH2:17][CH2:16][N:15]([C:19]([O:21][C:22]([CH3:25])([CH3:24])[CH3:23])=[O:20])[CH2:14][CH2:13]2)(=[O:11])=[O:10])[CH:8]=1)#[N:2], predict the reactants needed to synthesize it. The reactants are: [C:1]([C:3]1[CH:4]=[CH:5][C:6](F)=[C:7]([S:9]([N:12]2[CH2:18][CH2:17][CH2:16][N:15]([C:19]([O:21][C:22]([CH3:25])([CH3:24])[CH3:23])=[O:20])[CH2:14][CH2:13]2)(=[O:11])=[O:10])[CH:8]=1)#[N:2].[Cl:27][C:28]1[CH:29]=[C:30]([OH:35])[CH:31]=[C:32]([Cl:34])[CH:33]=1.[H-].[Na+].